This data is from Forward reaction prediction with 1.9M reactions from USPTO patents (1976-2016). The task is: Predict the product of the given reaction. Given the reactants [C:1]1(=[O:7])[O:6][C:4](=[O:5])[CH:3]=[CH:2]1.[OH-:8].[Na+].F[B-](F)(F)F.[Cl:15][C:16]1[CH:17]=[C:18]2[C:23](=[CH:24][CH:25]=1)[C:22]([N+]#N)=[CH:21][CH:20]=[CH:19]2, predict the reaction product. The product is: [Cl:15][C:16]1[CH:17]=[C:18]2[C:23](=[CH:24][CH:25]=1)[C:22]([CH:2]([CH2:3][C:4]([OH:8])=[O:5])[C:1]([OH:6])=[O:7])=[CH:21][CH:20]=[CH:19]2.